Predict the product of the given reaction. From a dataset of Forward reaction prediction with 1.9M reactions from USPTO patents (1976-2016). (1) The product is: [C:7]([C:6]1[C:5]([CH3:9])=[C:4]([CH2:10][OH:11])[S:3][C:2]=1[NH:1][C:21]([NH:20][C:12](=[O:19])[C:13]1[CH:14]=[CH:15][CH:16]=[CH:17][CH:18]=1)=[S:22])#[N:8]. Given the reactants [NH2:1][C:2]1[S:3][C:4]([CH2:10][OH:11])=[C:5]([CH3:9])[C:6]=1[C:7]#[N:8].[C:12]([N:20]=[C:21]=[S:22])(=[O:19])[C:13]1[CH:18]=[CH:17][CH:16]=[CH:15][CH:14]=1, predict the reaction product. (2) Given the reactants C1[C@H](N2C3N=CN=C(N)C=3N=C2)[O:4][C@H](COP(OP(OP(O)(O)=O)(O)=O)(O)=O)[C@H]1O.P(OC[C@H]1O[C@@H](N2C=CC(N)=NC2=O)C[C@@H]1O)(OP(OP(O)(O)=O)(O)=O)(=O)O.[P:59]([O:71][CH2:72][C@H:73]1[O:77][C@@H:76]([N:78]2[C:88]3N=C(N)N[C:82](=[O:83])[C:81]=3[N:80]=[CH:79]2)[CH2:75][C@@H:74]1[OH:89])([O:62][P:63]([O:66][P:67]([OH:70])([OH:69])=[O:68])([OH:65])=[O:64])(=[O:61])[OH:60], predict the reaction product. The product is: [CH:81]1[C:82](=[O:83])[NH:80][C:79](=[O:4])[N:78]([C@@H:76]2[O:77][C@H:73]([CH2:72][O:71][P:59]([O:62][P:63]([O:66][P:67]([OH:69])([OH:70])=[O:68])([OH:65])=[O:64])([OH:60])=[O:61])[C@@H:74]([OH:89])[CH2:75]2)[CH:88]=1. (3) Given the reactants [CH3:1][O:2][C:3]1[CH:31]=[N:30][C:6]2[N:7]([C:12]([NH:14][CH:15]([C:19]3[CH:24]=[CH:23][C:22]([O:25][C:26]([F:29])([F:28])[F:27])=[CH:21][CH:20]=3)[CH2:16][O:17][CH3:18])=[O:13])[CH2:8][C:9](=[O:11])[NH:10][C:5]=2[CH:4]=1.C(=O)=O.CO, predict the reaction product. The product is: [CH3:1][O:2][C:3]1[CH:31]=[N:30][C:6]2[N:7]([C:12]([NH:14][C@@H:15]([C:19]3[CH:24]=[CH:23][C:22]([O:25][C:26]([F:29])([F:27])[F:28])=[CH:21][CH:20]=3)[CH2:16][O:17][CH3:18])=[O:13])[CH2:8][C:9](=[O:11])[NH:10][C:5]=2[CH:4]=1. (4) The product is: [Cl:1][C:2]1[S:6][C:5]([C:7]2[O:11][C:10]([S:12][CH2:19][C:20]([NH:22][C:23]3[CH:28]=[CH:27][CH:26]=[CH:25][CH:24]=3)=[O:21])=[N:9][N:8]=2)=[CH:4][CH:3]=1. Given the reactants [Cl:1][C:2]1[S:6][C:5]([C:7]2[O:11][C:10](=[S:12])[NH:9][N:8]=2)=[CH:4][CH:3]=1.C([O-])(=O)C.[Na+].Cl[CH2:19][C:20]([NH:22][C:23]1[CH:28]=[CH:27][CH:26]=[CH:25][CH:24]=1)=[O:21], predict the reaction product. (5) Given the reactants [C:1]([OH:13])(=O)[C:2]1[CH:11]=[CH:10][C:9]2[C:4](=[CH:5][CH:6]=[CH:7][CH:8]=2)[N:3]=1.C[N:15]1CC[O:18][CH2:17][CH2:16]1.C(OC(Cl)=O)C(C)C.C(CN)O, predict the reaction product. The product is: [OH:18][CH2:17][CH2:16][NH:15][C:1]([C:2]1[CH:11]=[CH:10][C:9]2[C:4](=[CH:5][CH:6]=[CH:7][CH:8]=2)[N:3]=1)=[O:13].